Dataset: Forward reaction prediction with 1.9M reactions from USPTO patents (1976-2016). Task: Predict the product of the given reaction. (1) Given the reactants [Br:1][C:2]1[CH:15]=[C:14]2[C:5]([O:6][C:7]3[C:8]([F:19])=[CH:9][C:10]([O:17][CH3:18])=[CH:11][C:12]=3[C:13]2=[O:16])=[CH:4][CH:3]=1.[BH4-].[Na+], predict the reaction product. The product is: [Br:1][C:2]1[CH:15]=[C:14]2[C:5]([O:6][C:7]3[C:8]([F:19])=[CH:9][C:10]([O:17][CH3:18])=[CH:11][C:12]=3[CH:13]2[OH:16])=[CH:4][CH:3]=1. (2) Given the reactants [NH2:1][C:2]1[NH:3][C:4](=[S:16])[C:5]([C:14]#[N:15])=[C:6]([C:8]2[CH:13]=[CH:12][CH:11]=[CH:10][CH:9]=2)[N:7]=1.C[O-].[Na+].Cl[CH2:21][C:22]([O:24][CH3:25])=[O:23], predict the reaction product. The product is: [CH3:25][O:24][C:22](=[O:23])[CH2:21][S:16][C:4]1[C:5]([C:14]#[N:15])=[C:6]([C:8]2[CH:13]=[CH:12][CH:11]=[CH:10][CH:9]=2)[N:7]=[C:2]([NH2:1])[N:3]=1. (3) Given the reactants O[CH:2]([C:10]1[C:15]2[CH2:16][C:17]([CH3:20])([CH3:19])[O:18][C:14]=2[C:13]([O:21][CH3:22])=[CH:12][CH:11]=1)[CH2:3][C:4]1[CH:9]=[CH:8][N:7]=[CH:6][CH:5]=1.C([SiH](CC)CC)C.C(=O)(O)[O-].[Na+], predict the reaction product. The product is: [CH3:22][O:21][C:13]1[C:14]2[O:18][C:17]([CH3:20])([CH3:19])[CH2:16][C:15]=2[C:10]([CH2:2][CH2:3][C:4]2[CH:9]=[CH:8][N:7]=[CH:6][CH:5]=2)=[CH:11][CH:12]=1. (4) Given the reactants [CH:1]1([NH:6][NH2:7])[CH2:5][CH2:4][CH2:3][CH2:2]1.C[O-].[Na+].C(O[CH:14]=[C:15]([C:18]#[N:19])[C:16]#[N:17])C, predict the reaction product. The product is: [NH2:19][C:18]1[N:6]([CH:1]2[CH2:5][CH2:4][CH2:3][CH2:2]2)[N:7]=[CH:14][C:15]=1[C:16]#[N:17]. (5) Given the reactants [CH3:1][O:2][C:3]1[CH:4]=[C:5]([CH:7]=[CH:8][C:9]=1[N:10]1[CH:14]=[C:13]([CH3:15])[N:12]=[CH:11]1)[NH2:6].Br[C:17]1[N:21]=[C:20]([N:22]2[CH2:25][CH2:24][CH:23]2[C:26]2[CH:31]=[CH:30][CH:29]=[CH:28][CH:27]=2)[N:19]([CH2:32][C:33]([CH3:35])=[CH2:34])[N:18]=1.CC1(C)C2C=CC=C(P(C3C=CC=CC=3)C3C=CC=CC=3)C=2OC2C1=CC=CC=2P(C1C=CC=CC=1)C1C=CC=CC=1.C(=O)([O-])[O-].[Cs+].[Cs+], predict the reaction product. The product is: [CH3:1][O:2][C:3]1[CH:4]=[C:5]([NH:6][C:17]2[N:21]=[C:20]([N:22]3[CH2:25][CH2:24][CH:23]3[C:26]3[CH:27]=[CH:28][CH:29]=[CH:30][CH:31]=3)[N:19]([CH2:32][C:33]([CH3:35])=[CH2:34])[N:18]=2)[CH:7]=[CH:8][C:9]=1[N:10]1[CH:14]=[C:13]([CH3:15])[N:12]=[CH:11]1. (6) Given the reactants Cl.[NH2:2][OH:3].C(N(CC)CC)C.[NH2:11][C:12]1[C:13]2[C:20]([C:21]#[N:22])=[CH:19][N:18]([C@@H:23]3[O:29][C@H:28]([CH2:30][OH:31])[C@@H:26]([OH:27])[C@@:24]3([CH3:32])[OH:25])[C:14]=2[N:15]=[CH:16][N:17]=1, predict the reaction product. The product is: [NH2:11][C:12]1[C:13]2[C:20]([C:21](=[N:2][OH:3])[NH2:22])=[CH:19][N:18]([C@@H:23]3[O:29][C@H:28]([CH2:30][OH:31])[C@@H:26]([OH:27])[C@@:24]3([CH3:32])[OH:25])[C:14]=2[N:15]=[CH:16][N:17]=1. (7) Given the reactants CC(N(C)C)=[O:3].[CH3:7][O:8][C:9]1[CH:10]=[CH:11][CH:12]=[CH:13][C:14]=1[O:15][CH2:16][CH2:17][NH:18][CH2:19][CH:20]([OH:36])[CH2:21][O:22][C:23]1[CH:24]=[CH:25][CH:26]=[C:27]2[NH:35][C:34]3[CH:33]=[CH:32][CH:31]=[CH:30][C:29]=3[C:28]=12.[P:37](=[O:41])([OH:40])([OH:39])[OH:38], predict the reaction product. The product is: [CH3:7][O:8][C:9]1[C:14]([O:15][CH2:16][CH2:17][NH:18][CH2:19][CH:20]([OH:36])[CH2:21][O:22][C:23]2[C:28]3[C:29]4[C:34]([NH:35][C:27]=3[CH:26]=[CH:25][CH:24]=2)=[CH:33][CH:32]=[CH:31][CH:30]=4)=[CH:13][CH:12]=[CH:11][CH:10]=1.[CH3:7][O:8][C:9]1[C:14]([O:15][CH2:16][CH2:17][NH:18][CH2:19][CH:20]([OH:36])[CH2:21][O:22][C:23]2[C:28]3[C:29]4[C:34]([NH:35][C:27]=3[CH:26]=[CH:25][CH:24]=2)=[CH:33][CH:32]=[CH:31][CH:30]=4)=[CH:13][CH:12]=[CH:11][CH:10]=1.[OH2:3].[OH:39][P:37]([OH:41])([OH:40])=[O:38].[OH:39][P:37]([OH:41])([OH:40])=[O:38].